This data is from Catalyst prediction with 721,799 reactions and 888 catalyst types from USPTO. The task is: Predict which catalyst facilitates the given reaction. Reactant: [CH3:1][CH:2]([OH:4])[CH3:3].[H-].[Na+].Cl[C:8]1[C:9]2[CH:18]=[CH:17][N:16]([C:19]3[C:24]([CH3:25])=[CH:23][C:22]([CH3:26])=[CH:21][C:20]=3[CH3:27])[C:10]=2[C:11](=[O:15])[N:12]([CH3:14])[N:13]=1. Product: [CH:2]([O:4][C:8]1[C:9]2[CH:18]=[CH:17][N:16]([C:19]3[C:24]([CH3:25])=[CH:23][C:22]([CH3:26])=[CH:21][C:20]=3[CH3:27])[C:10]=2[C:11](=[O:15])[N:12]([CH3:14])[N:13]=1)([CH3:3])[CH3:1]. The catalyst class is: 18.